From a dataset of Reaction yield outcomes from USPTO patents with 853,638 reactions. Predict the reaction yield, written as a fraction of the theoretical maximum amount of product (1.0 means a 100% yield; for example, 0.34 means a 34% yield). (1) The reactants are [CH3:1][S:2]([C:5]1[CH:6]=[C:7]([S:11](Cl)(=[O:13])=[O:12])[CH:8]=[CH:9][CH:10]=1)(=[O:4])=[O:3].[C:15]([O:19][C:20]([N:22]1[CH2:27][CH2:26][N:25]([C:28]2[C:37]3[O:36][CH2:35][CH2:34][NH:33][C:32]=3[CH:31]=[C:30]([Cl:38])[CH:29]=2)[CH2:24][CH2:23]1)=[O:21])([CH3:18])([CH3:17])[CH3:16].N1C=CC=CC=1.O. The catalyst is ClCCl. The product is [C:15]([O:19][C:20]([N:22]1[CH2:23][CH2:24][N:25]([C:28]2[C:37]3[O:36][CH2:35][CH2:34][N:33]([S:11]([C:7]4[CH:8]=[CH:9][CH:10]=[C:5]([S:2]([CH3:1])(=[O:4])=[O:3])[CH:6]=4)(=[O:13])=[O:12])[C:32]=3[CH:31]=[C:30]([Cl:38])[CH:29]=2)[CH2:26][CH2:27]1)=[O:21])([CH3:18])([CH3:16])[CH3:17]. The yield is 0.910. (2) The reactants are Cl[C:2]1[N:7]=[C:6]([O:8][CH3:9])[N:5]=[C:4]([NH:10][CH2:11][CH2:12][C:13]2[CH:18]=[CH:17][C:16]([O:19][CH3:20])=[CH:15][CH:14]=2)[CH:3]=1.[C:21]([C:24]1[CH:25]=[C:26](B(O)O)[CH:27]=[CH:28][CH:29]=1)([OH:23])=[O:22].C([O-])([O-])=O.[Cs+].[Cs+]. The catalyst is COCCOC.O.[Pd].C1(P(C2C=CC=CC=2)C2C=CC=CC=2)C=CC=CC=1.C1(P(C2C=CC=CC=2)C2C=CC=CC=2)C=CC=CC=1.C1(P(C2C=CC=CC=2)C2C=CC=CC=2)C=CC=CC=1.C1(P(C2C=CC=CC=2)C2C=CC=CC=2)C=CC=CC=1. The product is [CH3:9][O:8][C:6]1[N:7]=[C:2]([C:28]2[CH:29]=[C:24]([CH:25]=[CH:26][CH:27]=2)[C:21]([OH:23])=[O:22])[CH:3]=[C:4]([NH:10][CH2:11][CH2:12][C:13]2[CH:18]=[CH:17][C:16]([O:19][CH3:20])=[CH:15][CH:14]=2)[N:5]=1. The yield is 0.904. (3) The product is [CH3:23][CH:22]([C:4]1[CH:3]=[C:2]([N:37]2[CH2:41][CH2:40][CH2:39][CH2:38]2)[CH:7]=[CH:6][C:5]=1[CH2:8][N:9]1[CH2:14][CH2:13][N:12]([C:15]([O:17][C:18]([CH3:21])([CH3:20])[CH3:19])=[O:16])[CH2:11][CH2:10]1)[CH3:24]. The yield is 0.610. The catalyst is O.C1C=CC(/C=C/C(/C=C/C2C=CC=CC=2)=O)=CC=1.C1C=CC(/C=C/C(/C=C/C2C=CC=CC=2)=O)=CC=1.C1C=CC(/C=C/C(/C=C/C2C=CC=CC=2)=O)=CC=1.[Pd].[Pd].C1(C)C=CC=CC=1. The reactants are Br[C:2]1[CH:7]=[CH:6][C:5]([CH2:8][N:9]2[CH2:14][CH2:13][N:12]([C:15]([O:17][C:18]([CH3:21])([CH3:20])[CH3:19])=[O:16])[CH2:11][CH2:10]2)=[C:4]([CH:22]([CH3:24])[CH3:23])[CH:3]=1.BrC1C=CC(C=O)=C(C(C)C)C=1.[NH:37]1[CH2:41][CH2:40][CH2:39][CH2:38]1.C(O[Na])(C)(C)C.C1C=CC(P(C2C(C3C(P(C4C=CC=CC=4)C4C=CC=CC=4)=CC=C4C=3C=CC=C4)=C3C(C=CC=C3)=CC=2)C2C=CC=CC=2)=CC=1. (4) The reactants are [NH2:1][C:2]1[C:7]([CH2:8][OH:9])=[C:6]([CH:10]([NH:18][C:19](=[O:25])[O:20][C:21]([CH3:24])([CH3:23])[CH3:22])[CH2:11][C:12]2[CH:17]=[CH:16][CH:15]=[CH:14][CH:13]=2)[CH:5]=[C:4]([C:26]2[CH:31]=[CH:30][CH:29]=[CH:28][C:27]=2[O:32][CH2:33][C:34]2[CH:39]=[CH:38][CH:37]=[CH:36][CH:35]=2)[N:3]=1.C(N(CC)CC)C.Cl[C:48](Cl)([O:50]C(=O)OC(Cl)(Cl)Cl)Cl. The catalyst is C1COCC1. The product is [CH2:33]([O:32][C:27]1[CH:28]=[CH:29][CH:30]=[CH:31][C:26]=1[C:4]1[CH:5]=[C:6]([CH:10]([NH:18][C:19](=[O:25])[O:20][C:21]([CH3:23])([CH3:24])[CH3:22])[CH2:11][C:12]2[CH:13]=[CH:14][CH:15]=[CH:16][CH:17]=2)[C:7]2[CH2:8][O:9][C:48](=[O:50])[NH:1][C:2]=2[N:3]=1)[C:34]1[CH:39]=[CH:38][CH:37]=[CH:36][CH:35]=1. The yield is 0.770. (5) The reactants are [P:1]([O:24]CC1C=CC=CC=1)([O:16]CC1C=CC=CC=1)([O:3][CH2:4][O:5][C:6]1[CH:11]=[CH:10][C:9]([NH:12][C:13](=[O:15])[CH3:14])=[CH:8][CH:7]=1)=[O:2]. The catalyst is CO.ClCCl.[OH-].[OH-].[Pd+2]. The product is [P:1]([OH:16])([OH:24])([O:3][CH2:4][O:5][C:6]1[CH:7]=[CH:8][C:9]([NH:12][C:13](=[O:15])[CH3:14])=[CH:10][CH:11]=1)=[O:2]. The yield is 0.300. (6) The reactants are [Br:1][C:2]1[CH:7]=[CH:6][C:5]([CH:8]([OH:11])[CH2:9][OH:10])=[CH:4][CH:3]=1.[C:12](N1C=CN=C1)(N1C=CN=C1)=[O:13]. The catalyst is C(#N)C.CCOC(C)=O. The product is [Br:1][C:2]1[CH:3]=[CH:4][C:5]([CH:8]2[CH2:9][O:10][C:12](=[O:13])[O:11]2)=[CH:6][CH:7]=1. The yield is 0.570. (7) The reactants are B(F)(F)F.CCOCC.[CH3:10][O:11]/[CH:12]=[CH:13]/[C:14]([O:16][Si](C)(C)C)=[CH2:15].[C:21]1([CH:27]([C:30]2[CH:35]=[CH:34][CH:33]=[CH:32][CH:31]=2)C=O)[CH:26]=[CH:25][CH:24]=[CH:23][CH:22]=1. The catalyst is CCOCC. The product is [CH:27]([CH:10]1[CH2:15][C:14](=[O:16])[CH:13]=[CH:12][O:11]1)([C:21]1[CH:26]=[CH:25][CH:24]=[CH:23][CH:22]=1)[C:30]1[CH:35]=[CH:34][CH:33]=[CH:32][CH:31]=1. The yield is 0.802. (8) The reactants are [CH:1]1([CH2:4][O:5][C:6]2[N:11]=[C:10]([C:12]([OH:14])=O)[CH:9]=[CH:8][C:7]=2[N:15]2[CH2:18][C:17]([F:20])([F:19])[CH2:16]2)[CH2:3][CH2:2]1.Cl.[OH:22][C:23]1([CH3:31])[CH2:27][NH:26][C@H:25]([C:28]([NH2:30])=[O:29])[CH2:24]1. No catalyst specified. The product is [CH:1]1([CH2:4][O:5][C:6]2[N:11]=[C:10]([C:12]([N:26]3[CH2:27][C:23]([OH:22])([CH3:31])[CH2:24][C@H:25]3[C:28]([NH2:30])=[O:29])=[O:14])[CH:9]=[CH:8][C:7]=2[N:15]2[CH2:18][C:17]([F:20])([F:19])[CH2:16]2)[CH2:2][CH2:3]1. The yield is 0.100.